From a dataset of NCI-60 drug combinations with 297,098 pairs across 59 cell lines. Regression. Given two drug SMILES strings and cell line genomic features, predict the synergy score measuring deviation from expected non-interaction effect. (1) Drug 1: CC1C(C(CC(O1)OC2CC(CC3=C2C(=C4C(=C3O)C(=O)C5=C(C4=O)C(=CC=C5)OC)O)(C(=O)C)O)N)O.Cl. Drug 2: C1C(C(OC1N2C=C(C(=O)NC2=O)F)CO)O. Cell line: HCC-2998. Synergy scores: CSS=47.9, Synergy_ZIP=-7.26, Synergy_Bliss=-11.2, Synergy_Loewe=-9.45, Synergy_HSA=-7.87. (2) Synergy scores: CSS=11.2, Synergy_ZIP=-4.63, Synergy_Bliss=-1.65, Synergy_Loewe=-8.61, Synergy_HSA=-6.58. Drug 2: C1C(C(OC1N2C=NC(=NC2=O)N)CO)O. Drug 1: CNC(=O)C1=NC=CC(=C1)OC2=CC=C(C=C2)NC(=O)NC3=CC(=C(C=C3)Cl)C(F)(F)F. Cell line: LOX IMVI.